Dataset: Full USPTO retrosynthesis dataset with 1.9M reactions from patents (1976-2016). Task: Predict the reactants needed to synthesize the given product. (1) Given the product [C:1]1([CH2:7][N:8]([CH2:16][C@@H:17]2[CH2:22][CH2:21][N:20]([CH2:25][CH2:26][CH2:27][CH3:28])[CH2:19][C@H:18]2[OH:23])[CH2:9][C:10]2[CH:15]=[CH:14][CH:13]=[CH:12][CH:11]=2)[CH:6]=[CH:5][CH:4]=[CH:3][CH:2]=1, predict the reactants needed to synthesize it. The reactants are: [C:1]1([CH2:7][N:8]([CH2:16][C@@H:17]2[CH2:22][CH2:21][NH:20][CH2:19][C@H:18]2[OH:23])[CH2:9][C:10]2[CH:15]=[CH:14][CH:13]=[CH:12][CH:11]=2)[CH:6]=[CH:5][CH:4]=[CH:3][CH:2]=1.S1[CH:28]=[CH:27][CH:26]=[CH:25]1.[H][H]. (2) Given the product [Cl:1][C:2]1[CH:31]=[CH:30][C:5]([CH2:6][N:7]2[C:15]3[C:10](=[CH:11][C:12](/[CH:16]=[C:17]4/[C:18](=[O:29])[N:19]([CH:23]5[CH2:28][CH2:27][N:26]([CH3:36])[CH2:25][CH2:24]5)[C:20](=[O:22])[S:21]/4)=[CH:13][CH:14]=3)[CH:9]=[N:8]2)=[C:4]([C:32]([F:35])([F:34])[F:33])[CH:3]=1, predict the reactants needed to synthesize it. The reactants are: [Cl:1][C:2]1[CH:31]=[CH:30][C:5]([CH2:6][N:7]2[C:15]3[C:10](=[CH:11][C:12](/[CH:16]=[C:17]4/[C:18](=[O:29])[N:19]([CH:23]5[CH2:28][CH2:27][NH:26][CH2:25][CH2:24]5)[C:20](=[O:22])[S:21]/4)=[CH:13][CH:14]=3)[CH:9]=[N:8]2)=[C:4]([C:32]([F:35])([F:34])[F:33])[CH:3]=1.[CH2:36]=O. (3) Given the product [CH2:24]([C@@H:18]1[C@@H:17]([CH2:13][CH2:14][CH2:15][CH3:16])[C@H:21]([CH3:22])[O:20][C:19]1=[O:23])[C:25]1[CH:30]=[CH:29][CH:28]=[CH:27][CH:26]=1, predict the reactants needed to synthesize it. The reactants are: C(NC(C)C)(C)C.[Li]CCCC.[CH2:13]([C@H:17]1[C@H:21]([CH3:22])[O:20][C:19](=[O:23])[CH2:18]1)[CH2:14][CH2:15][CH3:16].[CH2:24](Br)[C:25]1[CH:30]=[CH:29][CH:28]=[CH:27][CH:26]=1. (4) Given the product [C:10]([O:9][C:3]1[CH:4]=[CH:5][CH:6]=[C:7]([F:8])[C:2]=1[Cl:1])(=[O:13])[CH2:11][CH3:12], predict the reactants needed to synthesize it. The reactants are: [Cl:1][C:2]1[C:7]([F:8])=[CH:6][CH:5]=[CH:4][C:3]=1[OH:9].[C:10](Cl)(=[O:13])[CH2:11][CH3:12].Cl. (5) Given the product [F:16][C:17]([F:30])([F:29])[O:18][C:19]1[CH:24]=[CH:23][CH:22]=[CH:21][C:20]=1[S:25]([N:9]1[CH2:8][CH2:7][C:6]2([C:4](=[O:5])[N:41]([C:38]3[CH:39]=[CH:40][C:35]([O:34][CH:33]([CH3:42])[C:32]([F:31])([F:43])[F:44])=[CH:36][CH:37]=3)[CH2:13][CH2:12]2)[CH2:11][CH2:10]1)(=[O:27])=[O:26], predict the reactants needed to synthesize it. The reactants are: C(O[C:4]([C:6]1([CH2:12][CH2:13]OC)[CH2:11][CH2:10][NH:9][CH2:8][CH2:7]1)=[O:5])C.[F:16][C:17]([F:30])([F:29])[O:18][C:19]1[CH:24]=[CH:23][CH:22]=[CH:21][C:20]=1[S:25](Cl)(=[O:27])=[O:26].[F:31][C:32]([F:44])([F:43])[CH:33]([CH3:42])[O:34][C:35]1[CH:40]=[CH:39][C:38]([NH2:41])=[CH:37][CH:36]=1.